Dataset: Forward reaction prediction with 1.9M reactions from USPTO patents (1976-2016). Task: Predict the product of the given reaction. (1) Given the reactants [OH-:1].[Na+].[Cl:3][C:4]([C:8]([CH3:11])([CH3:10])[CH3:9])=[CH:5][CH:6]=[O:7], predict the reaction product. The product is: [Cl:3][C:4]([C:8]([CH3:11])([CH3:10])[CH3:9])=[CH:5][C:6]([OH:1])=[O:7]. (2) Given the reactants [Br:1][C:2]1[CH:7]=[CH:6][CH:5]=[CH:4][C:3]=1[CH2:8][CH2:9][NH:10][CH2:11][CH2:12][O:13][CH2:14][CH3:15].C(N(CC)CC)C.Cl[C:24]([O:26][CH3:27])=[O:25].[Cl-].[NH4+], predict the reaction product. The product is: [CH3:27][O:26][C:24](=[O:25])[N:10]([CH2:9][CH2:8][C:3]1[CH:4]=[CH:5][CH:6]=[CH:7][C:2]=1[Br:1])[CH2:11][CH2:12][O:13][CH2:14][CH3:15].